This data is from NCI-60 drug combinations with 297,098 pairs across 59 cell lines. The task is: Regression. Given two drug SMILES strings and cell line genomic features, predict the synergy score measuring deviation from expected non-interaction effect. Drug 1: C1=C(C(=O)NC(=O)N1)F. Drug 2: CCN(CC)CCNC(=O)C1=C(NC(=C1C)C=C2C3=C(C=CC(=C3)F)NC2=O)C. Cell line: SR. Synergy scores: CSS=31.0, Synergy_ZIP=-7.81, Synergy_Bliss=-17.4, Synergy_Loewe=-20.1, Synergy_HSA=-18.1.